Dataset: Reaction yield outcomes from USPTO patents with 853,638 reactions. Task: Predict the reaction yield, written as a fraction of the theoretical maximum amount of product (1.0 means a 100% yield; for example, 0.34 means a 34% yield). The reactants are F[C:2]1[CH:13]=[CH:12][C:5]2[N:6]=[C:7]([NH2:11])[N:8]=[N+:9]([O-:10])[C:4]=2[CH:3]=1.[CH3:14][NH:15][CH3:16]. The catalyst is CC#N. The product is [CH3:14][N:15]([CH3:16])[C:2]1[CH:13]=[CH:12][C:5]2[N:6]=[C:7]([NH2:11])[N:8]=[N+:9]([O-:10])[C:4]=2[CH:3]=1. The yield is 0.610.